This data is from Reaction yield outcomes from USPTO patents with 853,638 reactions. The task is: Predict the reaction yield, written as a fraction of the theoretical maximum amount of product (1.0 means a 100% yield; for example, 0.34 means a 34% yield). (1) The reactants are Br[CH:2]([C:9](=[O:14])[C:10]([CH3:13])([CH3:12])[CH3:11])[C:3](=O)[C:4]([CH3:7])([CH3:6])[CH3:5].[NH2:15][C:16]([NH2:18])=[S:17].C(=O)([O-])O.[Na+]. The catalyst is C(O)C. The product is [NH2:18][C:16]1[S:17][C:2]([C:9](=[O:14])[C:10]([CH3:13])([CH3:12])[CH3:11])=[C:3]([C:4]([CH3:7])([CH3:6])[CH3:5])[N:15]=1. The yield is 0.945. (2) The reactants are [NH2:1][C@@H:2]1[CH2:6][CH2:5][N:4]([C:7]2[N:12]=[CH:11][C:10]([N:13]([CH3:33])[C:14](=[O:32])[C:15]([C:18]3[CH:23]=[C:22]([C:24]([F:27])([F:26])[F:25])[CH:21]=[C:20]([C:28]([F:31])([F:30])[F:29])[CH:19]=3)([CH3:17])[CH3:16])=[C:9]([C:34]3[CH:39]=[CH:38][C:37]([F:40])=[CH:36][C:35]=3[CH3:41])[CH:8]=2)[CH2:3]1.C(N(CC)C(C)C)(C)C.[CH3:51][S:52](Cl)(=[O:54])=[O:53]. The catalyst is ClCCl.CN(C1C=CN=CC=1)C. The product is [F:27][C:24]([F:25])([F:26])[C:22]1[CH:23]=[C:18]([C:15]([CH3:16])([CH3:17])[C:14]([N:13]([C:10]2[CH:11]=[N:12][C:7]([N:4]3[CH2:5][CH2:6][C@@H:2]([NH:1][S:52]([CH3:51])(=[O:54])=[O:53])[CH2:3]3)=[CH:8][C:9]=2[C:34]2[CH:39]=[CH:38][C:37]([F:40])=[CH:36][C:35]=2[CH3:41])[CH3:33])=[O:32])[CH:19]=[C:20]([C:28]([F:29])([F:30])[F:31])[CH:21]=1. The yield is 0.880. (3) The reactants are [CH3:1][N:2]1[CH2:7][CH2:6][CH2:5][CH2:4][CH2:3]1.[O:8](C)[S:9]([C:12]([F:15])([F:14])[F:13])(=[O:11])=[O:10]. The catalyst is CCCCCC. The product is [F:13][C:12]([F:15])([F:14])[S:9]([O-:11])(=[O:10])=[O:8].[CH3:1][N+:2]1([CH3:12])[CH2:7][CH2:6][CH2:5][CH2:4][CH2:3]1. The yield is 0.958. (4) The reactants are [Si:1]([O:8][CH2:9][C@H:10]1[O:18][C@H:17]2[C@H:13]([N:14]=[C:15]([N:19]([CH3:27])[C:20](=[O:26])[O:21][C:22]([CH3:25])([CH3:24])[CH3:23])[S:16]2)[C@@H:12]([F:28])[C:11]1=[O:29])([C:4]([CH3:7])([CH3:6])[CH3:5])([CH3:3])[CH3:2].[BH4-].[Na+].C(=O)=O. The catalyst is CO. The product is [Si:1]([O:8][CH2:9][C@H:10]1[O:18][C@H:17]2[C@H:13]([N:14]=[C:15]([N:19]([CH3:27])[C:20](=[O:26])[O:21][C:22]([CH3:24])([CH3:23])[CH3:25])[S:16]2)[C@@H:12]([F:28])[C@H:11]1[OH:29])([C:4]([CH3:7])([CH3:5])[CH3:6])([CH3:3])[CH3:2]. The yield is 0.370. (5) The reactants are [NH2:1][C:2]1[CH:7]=[CH:6][C:5]([N:8]2[C:14](=[O:15])[CH2:13][C:12](=[O:16])[NH:11][C:10]3[C:17]4[C:22]([CH:23]=[CH:24][C:9]2=3)=[CH:21][CH:20]=[CH:19][CH:18]=4)=[CH:4][CH:3]=1.[Cl:25][C:26]1[CH:34]=[C:33]([Cl:35])[CH:32]=[CH:31][C:27]=1[C:28](Cl)=[O:29].C(NC1C=CC(N2C(=O)CC(=O)NC3C4C(C=CC2=3)=CC=CC=4)=CC=1)(=O)C1C=CC=CC=1. No catalyst specified. The product is [Cl:25][C:26]1[CH:34]=[C:33]([Cl:35])[CH:32]=[CH:31][C:27]=1[C:28]([NH:1][C:2]1[CH:7]=[CH:6][C:5]([N:8]2[C:14](=[O:15])[CH2:13][C:12](=[O:16])[NH:11][C:10]3[C:17]4[C:22]([CH:23]=[CH:24][C:9]2=3)=[CH:21][CH:20]=[CH:19][CH:18]=4)=[CH:4][CH:3]=1)=[O:29]. The yield is 0.520. (6) The reactants are [N+:1]([C:4]1[CH:11]=[C:10]([O:12][CH2:13][C:14]2[CH:19]=[CH:18][CH:17]=[CH:16][CH:15]=2)[C:9]([O:20][CH3:21])=[CH:8][C:5]=1[C:6]#[N:7])([O-])=O.[Na]. The catalyst is C(Cl)Cl.O.S(S([O-])=O)([O-])=O.[Na+].[Na+]. The product is [NH2:1][C:4]1[CH:11]=[C:10]([O:12][CH2:13][C:14]2[CH:15]=[CH:16][CH:17]=[CH:18][CH:19]=2)[C:9]([O:20][CH3:21])=[CH:8][C:5]=1[C:6]#[N:7]. The yield is 0.970. (7) The reactants are [Cl:1][C:2]1[N:3]=[C:4](Cl)[C:5]2[CH:11]=[CH:10][CH:9]=[N:8][C:6]=2[N:7]=1.NC1N=CC=CC=1C(O)=O.[C:23]([O:27][C:28]([N:30]1[CH2:35][CH2:34][NH:33][CH2:32][CH2:31]1)=[O:29])([CH3:26])([CH3:25])[CH3:24].CCN(C(C)C)C(C)C.P(=O)(O)(O)O. The catalyst is C(O)C.CO. The product is [C:23]([O:27][C:28]([N:30]1[CH2:35][CH2:34][N:33]([C:4]2[C:5]3[CH:11]=[CH:10][CH:9]=[N:8][C:6]=3[N:7]=[C:2]([Cl:1])[N:3]=2)[CH2:32][CH2:31]1)=[O:29])([CH3:26])([CH3:24])[CH3:25]. The yield is 0.400. (8) The reactants are [F:1][C:2]([F:31])([F:30])C1C=C(NC(=O)NC2C=CC(C3SC(CCC(OC)=O)=NC=3)=CC=2)C=CC=1.Cl[C:33]1[CH:38]=[CH:37][CH:36]=[CH:35][C:34]=1[NH:39][C:40](=[O:62])[NH:41][C:42]1[CH:47]=[CH:46][C:45]([C:48]2[S:52][C:51]([CH2:53][C:54]([CH2:60]C)([CH2:58]C)[C:55]([OH:57])=[O:56])=[N:50][CH:49]=2)=[CH:44][CH:43]=1.N(C1C=CC(C(F)(F)F)=CC=1)=[C:64]=O. No catalyst specified. The product is [CH3:60][C:54]([CH3:58])([CH2:53][C:51]1[S:52][C:48]([C:45]2[CH:44]=[CH:43][C:42]([NH:41][C:40]([NH:39][C:34]3[CH:33]=[CH:38][C:37]([C:2]([F:31])([F:30])[F:1])=[CH:36][CH:35]=3)=[O:62])=[CH:47][CH:46]=2)=[CH:49][N:50]=1)[C:55]([O:57][CH3:64])=[O:56]. The yield is 0.810.